Predict the reactants needed to synthesize the given product. From a dataset of Full USPTO retrosynthesis dataset with 1.9M reactions from patents (1976-2016). (1) Given the product [NH2:1][C@H:2]([C:25]([OH:27])=[O:26])[CH2:3][CH2:4][CH2:5][CH2:6][NH2:7], predict the reactants needed to synthesize it. The reactants are: [NH2:1][C@H:2]([C:25]([OH:27])=[O:26])[CH2:3][CH2:4][CH2:5][CH2:6][NH:7]C(OCC1C2C(=CC=CC=2)C2C1=CC=CC=2)=O. (2) Given the product [C:30]([O:34][C:35]([NH:37][C@@H:38]([C:40]1[C:41]([F:69])=[C:42]([C:2]2[CH:23]=[C:22]([N:24]3[CH2:25][CH2:26][CH2:27][CH2:28][CH2:29]3)[CH:21]=[C:4]([CH2:5][O:6][C:7]3[CH:12]=[CH:11][CH:10]=[CH:9][C:8]=3[CH2:13][C:14]([O:16][C:17]([CH3:20])([CH3:19])[CH3:18])=[O:15])[CH:3]=2)[CH:43]=[CH:44][CH:45]=1)[CH3:39])=[O:36])([CH3:31])([CH3:32])[CH3:33], predict the reactants needed to synthesize it. The reactants are: Cl[C:2]1[CH:3]=[C:4]([CH:21]=[C:22]([N:24]2[CH2:29][CH2:28][CH2:27][CH2:26][CH2:25]2)[CH:23]=1)[CH2:5][O:6][C:7]1[CH:12]=[CH:11][CH:10]=[CH:9][C:8]=1[CH2:13][C:14]([O:16][C:17]([CH3:20])([CH3:19])[CH3:18])=[O:15].[C:30]([O:34][C:35]([NH:37][C@@H:38]([C:40]1[C:41]([F:69])=[C:42](C2C=C(O)C=C(COC3C=CC=CC=3CC(OC(C)(C)C)=O)C=2)[CH:43]=[CH:44][CH:45]=1)[CH3:39])=[O:36])([CH3:33])([CH3:32])[CH3:31]. (3) Given the product [CH3:1][O:9][C:10]1[CH:18]=[CH:17][CH:16]=[C:15]2[C:11]=1[CH2:12][CH2:13][C:14]2=[O:19], predict the reactants needed to synthesize it. The reactants are: [C:1]([O-])([O-])=O.[Cs+].[Cs+].CI.[OH:9][C:10]1[CH:18]=[CH:17][CH:16]=[C:15]2[C:11]=1[CH2:12][CH2:13][C:14]2=[O:19]. (4) Given the product [F:20][C:17]1[CH:18]=[CH:19][C:14]([C:8]2[NH:9][C:10]3[CH:11]=[CH:12][CH:13]=[C:5]4[C:3](=[O:2])[NH:24][N:23]=[CH:21][C:7]=2[C:6]=34)=[CH:15][CH:16]=1, predict the reactants needed to synthesize it. The reactants are: C[O:2][C:3]([C:5]1[C:6]2[C:7]([CH:21]=O)=[C:8]([C:14]3[CH:19]=[CH:18][C:17]([F:20])=[CH:16][CH:15]=3)[NH:9][C:10]=2[CH:11]=[CH:12][CH:13]=1)=O.[NH2:23][NH2:24]. (5) The reactants are: [CH3:1][O:2][C:3]1[C:11]([O:12][CH3:13])=[C:10]([O:14][CH3:15])[CH:9]=[C:8]2[C:4]=1[C:5](=[O:17])C(=O)[NH:7]2.[OH-:18].[Na+].OO.Cl. Given the product [NH2:7][C:8]1[C:4]([C:5]([OH:17])=[O:18])=[C:3]([O:2][CH3:1])[C:11]([O:12][CH3:13])=[C:10]([O:14][CH3:15])[CH:9]=1, predict the reactants needed to synthesize it. (6) Given the product [NH2:1][C:2]1[CH:7]=[CH:6][CH:5]=[CH:4][C:3]=1[NH:8][C:9](=[O:17])[C:10]1[CH:15]=[CH:14][C:13]([C:40]([CH2:41][N:29]2[CH2:30][CH2:31][N:26]([C:21]3[CH:22]=[CH:23][CH:24]=[CH:25][C:20]=3[O:19][CH3:18])[CH2:27][CH2:28]2)=[CH2:39])=[CH:12][CH:11]=1, predict the reactants needed to synthesize it. The reactants are: [NH2:1][C:2]1[CH:7]=[CH:6][CH:5]=[CH:4][C:3]=1[NH:8][C:9](=[O:17])[C:10]1[CH:15]=[CH:14][C:13](I)=[CH:12][CH:11]=1.[CH3:18][O:19][C:20]1[CH:25]=[CH:24][CH:23]=[CH:22][C:21]=1[N:26]1[CH2:31][CH2:30][NH:29][CH2:28][CH2:27]1.C(=O)([O-])[O-].[K+].[K+].O1C=[CH:41][CH:40]=[C:39]1P(C1OC=CC=1)C1OC=CC=1.C=C=C.